The task is: Regression. Given a peptide amino acid sequence and an MHC pseudo amino acid sequence, predict their binding affinity value. This is MHC class II binding data.. This data is from Peptide-MHC class II binding affinity with 134,281 pairs from IEDB. (1) The peptide sequence is RNVFDEVIPTAFSIG. The MHC is HLA-DPA10103-DPB10301 with pseudo-sequence HLA-DPA10103-DPB10301. The binding affinity (normalized) is 0.215. (2) The peptide sequence is RFFVWGDEVPLLTKF. The MHC is DRB1_0701 with pseudo-sequence DRB1_0701. The binding affinity (normalized) is 0.398. (3) The binding affinity (normalized) is 0.405. The MHC is DRB3_0101 with pseudo-sequence DRB3_0101. The peptide sequence is DGDLKRLRDLNQAVN.